Dataset: Full USPTO retrosynthesis dataset with 1.9M reactions from patents (1976-2016). Task: Predict the reactants needed to synthesize the given product. (1) Given the product [N+:23]([CH:26]=[CH:6][C:5]1[CH:8]=[CH:9][C:2]([Cl:1])=[C:3]([O:10][CH2:11][C:12]2[CH:17]=[CH:16][CH:15]=[CH:14][CH:13]=2)[CH:4]=1)([O-:25])=[O:24], predict the reactants needed to synthesize it. The reactants are: [Cl:1][C:2]1[CH:9]=[CH:8][C:5]([CH:6]=O)=[CH:4][C:3]=1[O:10][CH2:11][C:12]1[CH:17]=[CH:16][CH:15]=[CH:14][CH:13]=1.C([O-])(=O)C.[NH4+].[N+:23]([CH3:26])([O-:25])=[O:24]. (2) Given the product [CH3:22][O:21][CH:20]([O:23][CH3:24])[CH2:19][CH:1]([N:8]1[CH:12]=[CH:11][CH:10]=[N:9]1)[C:2]1[CH:7]=[CH:6][CH:5]=[CH:4][CH:3]=1, predict the reactants needed to synthesize it. The reactants are: [CH2:1]([N:8]1[CH:12]=[CH:11][CH:10]=[N:9]1)[C:2]1[CH:7]=[CH:6][CH:5]=[CH:4][CH:3]=1.C([Li])CCC.Cl[CH2:19][CH:20]([O:23][CH3:24])[O:21][CH3:22].